The task is: Predict the product of the given reaction.. This data is from Forward reaction prediction with 1.9M reactions from USPTO patents (1976-2016). Given the reactants [Cl:1][C:2]1[CH:3]=[C:4]([N:8]2[C:13](=[O:14])[C:12]([O:15]C)=[C:11]([C:17]3[CH:22]=[CH:21][C:20]([S:23]([CH3:26])(=[O:25])=[O:24])=[CH:19][CH:18]=3)[CH:10]=[N:9]2)[CH:5]=[CH:6][CH:7]=1.Cl, predict the reaction product. The product is: [Cl:1][C:2]1[CH:3]=[C:4]([N:8]2[C:13](=[O:14])[C:12]([OH:15])=[C:11]([C:17]3[CH:22]=[CH:21][C:20]([S:23]([CH3:26])(=[O:25])=[O:24])=[CH:19][CH:18]=3)[CH:10]=[N:9]2)[CH:5]=[CH:6][CH:7]=1.